Predict which catalyst facilitates the given reaction. From a dataset of Catalyst prediction with 721,799 reactions and 888 catalyst types from USPTO. (1) Reactant: [OH:1][C:2]1[CH:20]=[CH:19][CH:18]=[C:17]([CH3:21])[C:3]=1[CH2:4][NH:5][C:6]1[C:7]2[N:8]([C:12]([CH3:16])=[C:13]([CH3:15])[N:14]=2)[CH:9]=[CH:10][CH:11]=1.C(N(CC)CC)C.[F:29][C:30]([F:43])([F:42])[S:31](O[S:31]([C:30]([F:43])([F:42])[F:29])(=[O:33])=[O:32])(=[O:33])=[O:32].C1C=CC(N(S(C(F)(F)F)(=O)=O)S(C(F)(F)F)(=O)=O)=CC=1.C(=O)([O-])[O-].[K+].[K+]. Product: [F:29][C:30]([F:43])([F:42])[S:31]([O:1][C:2]1[CH:20]=[CH:19][CH:18]=[C:17]([CH3:21])[C:3]=1[CH2:4][NH:5][C:6]1[C:7]2[N:8]([C:12]([CH3:16])=[C:13]([CH3:15])[N:14]=2)[CH:9]=[CH:10][CH:11]=1)(=[O:33])=[O:32]. The catalyst class is: 2. (2) Reactant: C(OC[C:6]1[CH:11]=[CH:10][CH:9]=[C:8]([CH2:12][CH2:13][C:14](=[O:16])[CH3:15])[C:7]=1[B:17]1[O:21]C(C)(C)[C:19](C)(C)[O:18]1)(=O)C.[OH-].[Na+].C1COCC1.Cl. Product: [OH:21][B:17]1[C:7]2[C:8]([CH2:12][CH2:13][C:14](=[O:16])[CH3:15])=[CH:9][CH:10]=[CH:11][C:6]=2[CH2:19][O:18]1. The catalyst class is: 5. (3) Reactant: [CH3:1][CH:2]([CH3:6])[CH2:3][C:4]#[N:5].[Al+3].[Cl-].[Cl-].[Cl-].[Cl:11][C:12]1[CH:18]=[CH:17][C:15]([NH2:16])=[CH:14][CH:13]=1. Product: [Cl:11][C:12]1[CH:18]=[CH:17][C:15]([NH:16][C:4](=[NH:5])[CH2:3][CH:2]([CH3:6])[CH3:1])=[CH:14][CH:13]=1. The catalyst class is: 93. (4) Reactant: N#N.[F:3][C:4]1[CH:9]=[C:8]([O:10][CH3:11])[CH:7]=[C:6]([F:12])[C:5]=1[CH2:13][CH:14]([NH:25]C(=O)OC(C)(C)C)[C:15]1[NH:19][C:18]2[CH:20]=[CH:21][C:22]([F:24])=[CH:23][C:17]=2[N:16]=1.Cl. Product: [F:3][C:4]1[CH:9]=[C:8]([O:10][CH3:11])[CH:7]=[C:6]([F:12])[C:5]=1[CH2:13][CH:14]([C:15]1[NH:19][C:18]2[CH:20]=[CH:21][C:22]([F:24])=[CH:23][C:17]=2[N:16]=1)[NH2:25]. The catalyst class is: 135. (5) Reactant: [NH2:1][C:2]1[CH:7]=[CH:6][C:5]([OH:8])=[CH:4][CH:3]=1.Br[CH2:10][C:11]([O:13][CH2:14][CH3:15])=[O:12]. Product: [NH2:1][C:2]1[CH:7]=[CH:6][C:5]([O:8][CH2:10][C:11]([O:13][CH2:14][CH3:15])=[O:12])=[CH:4][CH:3]=1. The catalyst class is: 10.